Task: Regression. Given two drug SMILES strings and cell line genomic features, predict the synergy score measuring deviation from expected non-interaction effect.. Dataset: NCI-60 drug combinations with 297,098 pairs across 59 cell lines Drug 1: C1CCC(CC1)NC(=O)N(CCCl)N=O. Drug 2: CC1CCC2CC(C(=CC=CC=CC(CC(C(=O)C(C(C(=CC(C(=O)CC(OC(=O)C3CCCCN3C(=O)C(=O)C1(O2)O)C(C)CC4CCC(C(C4)OC)OCCO)C)C)O)OC)C)C)C)OC. Cell line: HL-60(TB). Synergy scores: CSS=35.0, Synergy_ZIP=6.49, Synergy_Bliss=11.4, Synergy_Loewe=5.66, Synergy_HSA=10.2.